This data is from Forward reaction prediction with 1.9M reactions from USPTO patents (1976-2016). The task is: Predict the product of the given reaction. (1) Given the reactants [NH:1]1[C:5]([C:6]2[CH:11]=[CH:10][CH:9]=[CH:8][C:7]=2[C:12]2[CH:17]=[CH:16][C:15]([CH2:18][N:19]3[C@@H:23]([CH:24]([CH3:26])[CH3:25])C[O:21][CH:20]3[C:27]3[S:28][CH:29]=[CH:30][CH:31]=3)=[CH:14][CH:13]=2)=[N:4][N:3]=[N:2]1.[K+].[Br-].[C:34]([O-:37])([O-])=[O:35].[K+].[K+].[O-]Cl.[Na+], predict the reaction product. The product is: [CH3:25][CH:24]([CH3:26])[C@H:23]([N:19]([CH2:18][C:15]1[CH:16]=[CH:17][C:12]([C:7]2[CH:8]=[CH:9][CH:10]=[CH:11][C:6]=2[C:5]2[NH:4][N:3]=[N:2][N:1]=2)=[CH:13][CH:14]=1)[C:20]([C:27]1[S:28][CH:29]=[CH:30][CH:31]=1)=[O:21])[C:34]([OH:37])=[O:35]. (2) Given the reactants [Si:1]([O:8][CH:9]([C:31]1[CH:36]=[CH:35][C:34]([F:37])=[CH:33][CH:32]=1)[CH2:10][CH2:11][CH:12]1[CH:15]([C:16]2[CH:21]=[CH:20][C:19]([OH:22])=[CH:18][CH:17]=2)[N:14]([C:23]2[CH:28]=[CH:27][C:26]([F:29])=[CH:25][CH:24]=2)[C:13]1=[O:30])([C:4]([CH3:7])([CH3:6])[CH3:5])([CH3:3])[CH3:2].[Br-].[Br:39][CH:40]([CH2:47][CH3:48])[CH2:41][CH2:42][N+:43]([CH3:46])([CH3:45])[CH3:44], predict the reaction product. The product is: [Br-:39].[F:29][C:26]1[CH:25]=[CH:24][C:23]([N:14]2[C:13](=[O:30])[CH:12]([CH2:11][CH2:10][CH:9]([C:31]3[CH:32]=[CH:33][C:34]([F:37])=[CH:35][CH:36]=3)[O:8][Si:1]([C:4]([CH3:7])([CH3:6])[CH3:5])([CH3:3])[CH3:2])[CH:15]2[C:16]2[CH:21]=[CH:20][C:19]([O:22][CH2:48][CH2:47][CH2:40][CH2:41][CH2:42][N+:43]([CH3:46])([CH3:45])[CH3:44])=[CH:18][CH:17]=2)=[CH:28][CH:27]=1.